This data is from Full USPTO retrosynthesis dataset with 1.9M reactions from patents (1976-2016). The task is: Predict the reactants needed to synthesize the given product. Given the product [Cl:1][C:2]1[CH:3]=[C:4]([C:12]2[S:13][C:14]([C:17]3[C:18]([CH2:26][CH3:27])=[C:19]([CH2:23][CH2:24][N:37]4[CH2:42][CH2:41][CH:40]([C:43]([O:45][CH2:46][CH3:47])=[O:44])[CH2:39][CH2:38]4)[CH:20]=[CH:21][CH:22]=3)=[CH:15][N:16]=2)[CH:5]=[CH:6][C:7]=1[O:8][CH:9]([CH3:11])[CH3:10], predict the reactants needed to synthesize it. The reactants are: [Cl:1][C:2]1[CH:3]=[C:4]([C:12]2[S:13][C:14]([C:17]3[C:18]([CH2:26][CH3:27])=[C:19]([CH2:23][CH:24]=O)[CH:20]=[CH:21][CH:22]=3)=[CH:15][N:16]=2)[CH:5]=[CH:6][C:7]=1[O:8][CH:9]([CH3:11])[CH3:10].C(O)(=O)C.C([O-])(=O)C.[Na+].[NH:37]1[CH2:42][CH2:41][CH:40]([C:43]([O:45][CH2:46][CH3:47])=[O:44])[CH2:39][CH2:38]1.